The task is: Predict the product of the given reaction.. This data is from Forward reaction prediction with 1.9M reactions from USPTO patents (1976-2016). (1) Given the reactants [Cl:1][C:2]1[CH:3]=[C:4]2[C:8](=[CH:9][CH:10]=1)[C:7](=[O:11])[NH:6][C:5]2([CH3:13])[CH3:12].Br[C:15]1[CH:16]=[N:17][CH:18]=[C:19]([N:21]2[CH2:25][CH2:24][C@H:23]([O:26][Si](C(C)(C)C)(C)C)[CH2:22]2)[CH:20]=1, predict the reaction product. The product is: [Cl:1][C:2]1[CH:3]=[C:4]2[C:8](=[CH:9][CH:10]=1)[C:7](=[O:11])[N:6]([C:15]1[CH:16]=[N:17][CH:18]=[C:19]([N:21]3[CH2:25][CH2:24][C@H:23]([OH:26])[CH2:22]3)[CH:20]=1)[C:5]2([CH3:13])[CH3:12]. (2) The product is: [CH3:2][O:3][CH2:4][CH2:5][N:6]1[C:10]([C:11]2[CH:16]=[CH:15][CH:14]=[CH:13][CH:12]=2)=[C:9]([CH3:17])[S:8][C:7]1=[N:18][C:25]([CH:21]1[C:22]([CH3:24])([CH3:23])[C:20]1([CH3:28])[CH3:19])=[O:26]. Given the reactants Br.[CH3:2][O:3][CH2:4][CH2:5][N:6]1[C:10]([C:11]2[CH:16]=[CH:15][CH:14]=[CH:13][CH:12]=2)=[C:9]([CH3:17])[S:8][C:7]1=[NH:18].[CH3:19][C:20]1([CH3:28])[C:22]([CH3:24])([CH3:23])[CH:21]1[C:25](O)=[O:26].CN(C(ON1N=NC2C=CC=NC1=2)=[N+](C)C)C.F[P-](F)(F)(F)(F)F.C(N(CC)CC)C, predict the reaction product.